Dataset: Catalyst prediction with 721,799 reactions and 888 catalyst types from USPTO. Task: Predict which catalyst facilitates the given reaction. (1) Reactant: Br[C:2]1[C:3]([CH:22]2[CH2:24][CH2:23]2)=[N:4][C:5]([N:10]2[CH2:15][CH2:14][N:13]([C:16](=[O:20])[CH2:17][CH2:18][OH:19])[C@H:12]([CH3:21])[CH2:11]2)=[C:6]([CH:9]=1)[C:7]#[N:8].[CH3:25][C:26]1([CH3:42])[C:30]([CH3:32])([CH3:31])[O:29][B:28]([B:28]2[O:29][C:30]([CH3:32])([CH3:31])[C:26]([CH3:42])([CH3:25])[O:27]2)[O:27]1.CC([O-])=O.[K+].CC(C1C=C(C(C)C)C(C2C=CC=CC=2P(C2CCCCC2)C2CCCCC2)=C(C(C)C)C=1)C. Product: [CH:22]1([C:3]2[C:2]([B:28]3[O:29][C:30]([CH3:32])([CH3:31])[C:26]([CH3:42])([CH3:25])[O:27]3)=[CH:9][C:6]([C:7]#[N:8])=[C:5]([N:10]3[CH2:15][CH2:14][N:13]([C:16](=[O:20])[CH2:17][CH2:18][OH:19])[C@H:12]([CH3:21])[CH2:11]3)[N:4]=2)[CH2:24][CH2:23]1. The catalyst class is: 62. (2) Reactant: [C:1]([N:8]1[CH2:13][CH2:12][CH2:11][C:10](=[O:14])[CH2:9]1)([O:3][C:4]([CH3:7])([CH3:6])[CH3:5])=[O:2].[CH3:15][O:16][C:17]1[CH:18]=[C:19]([Mg]Br)[CH:20]=[C:21]([O:23][CH3:24])[CH:22]=1. Product: [C:4]([O:3][C:1]([N:8]1[CH2:13][CH2:12][CH2:11][C:10]([C:19]2[CH:18]=[C:17]([O:16][CH3:15])[CH:22]=[C:21]([O:23][CH3:24])[CH:20]=2)([OH:14])[CH2:9]1)=[O:2])([CH3:7])([CH3:6])[CH3:5]. The catalyst class is: 7. (3) Reactant: [F:1][C:2]([F:26])([F:25])[C:3]1[CH:8]=[C:7]([S:9][CH2:10][C:11]2[CH:16]=[CH:15][C:14]([CH2:17]O)=[CH:13][CH:12]=2)[CH:6]=[CH:5][C:4]=1[C:19]1[CH:24]=[CH:23][CH:22]=[CH:21][CH:20]=1.C1C=CC(P(C2C=CC=CC=2)C2C=CC=CC=2)=CC=1.C(Br)(Br)(Br)[Br:47]. Product: [Br:47][CH2:17][C:14]1[CH:15]=[CH:16][C:11]([CH2:10][S:9][C:7]2[CH:6]=[CH:5][C:4]([C:19]3[CH:24]=[CH:23][CH:22]=[CH:21][CH:20]=3)=[C:3]([C:2]([F:26])([F:25])[F:1])[CH:8]=2)=[CH:12][CH:13]=1. The catalyst class is: 2. (4) Reactant: [NH2:1][C:2]1[CH:3]=[C:4]([C:8]2[C:9](F)=[C:10]3[O:14][C:13]([CH:15]4[CH2:17][CH2:16]4)=[N:12][C:11]3=[C:18]([C:21]#[N:22])[C:19]=2[CH3:20])[CH:5]=[CH:6][CH:7]=1.C(N(CC)CC)C.[CH3:31][N:32]([CH3:38])[C@H:33]1[CH2:37][CH2:36][NH:35][CH2:34]1.C(=O)([O-])O.[Na+]. Product: [NH2:1][C:2]1[CH:3]=[C:4]([C:8]2[C:9]([N:35]3[CH2:36][CH2:37][C@H:33]([N:32]([CH3:38])[CH3:31])[CH2:34]3)=[C:10]3[O:14][C:13]([CH:15]4[CH2:17][CH2:16]4)=[N:12][C:11]3=[C:18]([C:21]#[N:22])[C:19]=2[CH3:20])[CH:5]=[CH:6][CH:7]=1. The catalyst class is: 148. (5) Reactant: [CH3:1][O:2][CH2:3][CH2:4][O:5][C:6]1[CH:7]=[C:8]([N+:17]([O-])=O)[C:9]([CH3:16])=[C:10]([CH:15]=1)[C:11]([O:13][CH3:14])=[O:12].[Cl-].[NH4+]. Product: [NH2:17][C:8]1[C:9]([CH3:16])=[C:10]([CH:15]=[C:6]([O:5][CH2:4][CH2:3][O:2][CH3:1])[CH:7]=1)[C:11]([O:13][CH3:14])=[O:12]. The catalyst class is: 190.